This data is from Full USPTO retrosynthesis dataset with 1.9M reactions from patents (1976-2016). The task is: Predict the reactants needed to synthesize the given product. (1) Given the product [Si:1]([O:8][C@H:9]1[C@H:13]2[O:14][CH2:15][C@@H:16]([O:17][C:18]3[N:40]([CH2:41][O:42][CH2:43][CH2:44][Si:45]([CH3:48])([CH3:47])[CH3:46])[C:21]4=[N:22][C:23]([C:27]5[CH:32]=[CH:31][C:30]([C@@H:33]6[CH2:38][CH2:37][C@H:36]([NH:39][C:50](=[O:51])[O:52][CH:53]([CH3:55])[CH3:54])[CH2:35][CH2:34]6)=[CH:29][CH:28]=5)=[C:24]([Cl:26])[CH:25]=[C:20]4[N:19]=3)[C@H:12]2[O:11][CH2:10]1)([C:4]([CH3:6])([CH3:7])[CH3:5])([CH3:3])[CH3:2], predict the reactants needed to synthesize it. The reactants are: [Si:1]([O:8][C@H:9]1[C@H:13]2[O:14][CH2:15][C@@H:16]([O:17][C:18]3[N:40]([CH2:41][O:42][CH2:43][CH2:44][Si:45]([CH3:48])([CH3:47])[CH3:46])[C:21]4=[N:22][C:23]([C:27]5[CH:32]=[CH:31][C:30]([C@@H:33]6[CH2:38][CH2:37][C@H:36]([NH2:39])[CH2:35][CH2:34]6)=[CH:29][CH:28]=5)=[C:24]([Cl:26])[CH:25]=[C:20]4[N:19]=3)[C@H:12]2[O:11][CH2:10]1)([C:4]([CH3:7])([CH3:6])[CH3:5])([CH3:3])[CH3:2].Cl[C:50]([O:52][CH:53]([CH3:55])[CH3:54])=[O:51]. (2) Given the product [ClH:35].[NH2:11][CH2:12][C:13](=[O:34])[CH2:14][CH2:15][C:16]([O:18][CH2:19][CH2:20][CH2:21][CH2:22][CH2:23][C:24]([OH:26])=[O:25])=[O:17], predict the reactants needed to synthesize it. The reactants are: C([NH:11][CH2:12][C:13](=[O:34])[CH2:14][CH2:15][C:16]([O:18][CH2:19][CH2:20][CH2:21][CH2:22][CH2:23][C:24]([O:26]CC1C=CC=CC=1)=[O:25])=[O:17])(OCC1C=CC=CC=1)=O.[ClH:35].[H][H]. (3) Given the product [O:1]1[CH:5]=[CH:4][CH:3]=[C:2]1[C:6]1[C:7]2[S:21][CH:20]=[CH:19][C:8]=2[N:9]=[C:10]([CH2:12][CH2:13][C:14]([OH:16])=[O:15])[N:11]=1, predict the reactants needed to synthesize it. The reactants are: [O:1]1[CH:5]=[CH:4][CH:3]=[C:2]1[C:6]1[C:7]2[S:21][CH:20]=[CH:19][C:8]=2[N:9]=[C:10]([CH2:12][CH2:13][C:14]([O:16]CC)=[O:15])[N:11]=1.[OH-].[Li+]. (4) Given the product [C:11]1([CH3:14])[CH:10]=[CH:9][C:8]([C:7]2[C:3]3[C:1]([NH2:2])=[N:17][CH:16]=[N:15][C:4]=3[NH:5][CH:6]=2)=[CH:13][CH:12]=1, predict the reactants needed to synthesize it. The reactants are: [C:1]([C:3]1[C:7]([C:8]2[CH:13]=[CH:12][C:11]([CH3:14])=[CH:10][CH:9]=2)=[CH:6][NH:5][C:4]=1[N:15]=[CH:16][NH2:17])#[N:2].C[O-].[Na+]. (5) Given the product [Cl:1][C:2]1[CH:3]=[CH:4][C:5]([S:8]([NH:11][C:12]2[CH:13]=[CH:14][C:15]([O:21][C:22]3[CH:23]=[C:24]([Cl:28])[CH:25]=[N:26][CH:27]=3)=[C:16]([CH:20]=2)[C:17]([NH2:33])=[O:18])(=[O:9])=[O:10])=[CH:6][CH:7]=1, predict the reactants needed to synthesize it. The reactants are: [Cl:1][C:2]1[CH:7]=[CH:6][C:5]([S:8]([NH:11][C:12]2[CH:13]=[CH:14][C:15]([O:21][C:22]3[CH:23]=[C:24]([Cl:28])[CH:25]=[N:26][CH:27]=3)=[C:16]([CH:20]=2)[C:17](O)=[O:18])(=[O:10])=[O:9])=[CH:4][CH:3]=1.S(Cl)(Cl)=O.[NH3:33]. (6) Given the product [OH:24][C:23]1[CH:22]=[CH:21][C:16]([C:17]([NH:19][OH:20])=[NH:18])=[C:15]([O:1][CH3:2])[CH:14]=1, predict the reactants needed to synthesize it. The reactants are: [OH:1][C:2]1C=CC(C=O)=C(OC)C=1.C([C:14]1[CH:15]=[C:16]([CH:21]=[C:22](C)[C:23]=1[OH:24])[C:17]([NH:19][OH:20])=[NH:18])C.